Dataset: Forward reaction prediction with 1.9M reactions from USPTO patents (1976-2016). Task: Predict the product of the given reaction. (1) Given the reactants Br[CH2:2][CH:3]1[CH2:8][CH2:7][N:6]([C:9]([O:11][C:12]([CH3:15])([CH3:14])[CH3:13])=[O:10])[CH2:5][CH2:4]1.CC(N(C)C)=O.Br[C:23]1[CH:24]=[CH:25][C:26]([C:29]([O:31][CH3:32])=[O:30])=[N:27][CH:28]=1, predict the reaction product. The product is: [C:12]([O:11][C:9]([N:6]1[CH2:7][CH2:8][CH:3]([CH2:2][C:23]2[CH:24]=[CH:25][C:26]([C:29]([O:31][CH3:32])=[O:30])=[N:27][CH:28]=2)[CH2:4][CH2:5]1)=[O:10])([CH3:15])([CH3:14])[CH3:13]. (2) Given the reactants [CH2:1]([N:4]1[CH2:9][CH2:8][O:7][CH2:6][CH2:5]1)[CH:2]=[CH2:3].[BH:10]1[CH:15]2[CH2:16][CH2:17][CH2:18][CH:11]1[CH2:12][CH2:13][CH2:14]2, predict the reaction product. The product is: [CH:11]12[B:10]([CH2:3][CH2:2][CH2:1][N:4]3[CH2:9][CH2:8][O:7][CH2:6][CH2:5]3)[CH:15]([CH2:16][CH2:17][CH2:18]1)[CH2:14][CH2:13][CH2:12]2. (3) Given the reactants NC1C=C(CCC(O)=O)C=C(C2C=C3C(=CC=2)N(CC)N=C3)C=1OC1CC2C(=CC=CC=2OCC2C=CC=CC=2)C1.[NH2:42][C:43]1[CH:44]=[C:45]([CH2:86][CH2:87][C:88]([OH:90])=[O:89])[CH:46]=[C:47]([C:75]2[CH:76]=[C:77]3[C:81](=[CH:82][CH:83]=2)[N:80]([CH2:84][CH3:85])[N:79]=[CH:78]3)[C:48]=1[O:49][CH:50]1[CH2:58][C:57]2[C:52](=[CH:53][C:54]([O:67][CH2:68]C3C=CC=CC=3)=[C:55]([O:59][CH2:60]C3C=CC=CC=3)[CH:56]=2)[CH2:51]1, predict the reaction product. The product is: [NH2:42][C:43]1[CH:44]=[C:45]([CH2:86][CH2:87][C:88]([OH:90])=[O:89])[CH:46]=[C:47]([C:75]2[CH:76]=[C:77]3[C:81](=[CH:82][CH:83]=2)[N:80]([CH2:84][CH3:85])[N:79]=[CH:78]3)[C:48]=1[O:49][CH:50]1[CH2:58][C:57]2[C:52](=[CH:53][C:54]([O:67][CH3:68])=[C:55]([O:59][CH3:60])[CH:56]=2)[CH2:51]1. (4) Given the reactants [C:1]1([C:7]([C:17]2[CH:22]=[CH:21][CH:20]=[CH:19][CH:18]=2)=[N:8][NH:9][C:10]2[CH:15]=[CH:14][C:13]([CH3:16])=[CH:12][CH:11]=2)[CH:6]=[CH:5][CH:4]=[CH:3][CH:2]=1.[CH3:23][C:24]1[CH:32]=[CH:31][C:27]([CH2:28][CH2:29]Br)=[CH:26][CH:25]=1, predict the reaction product. The product is: [C:17]1([C:7]([C:1]2[CH:2]=[CH:3][CH:4]=[CH:5][CH:6]=2)=[N:8][N:9]([CH2:29][CH2:28][C:27]2[CH:31]=[CH:32][C:24]([CH3:23])=[CH:25][CH:26]=2)[C:10]2[CH:11]=[CH:12][C:13]([CH3:16])=[CH:14][CH:15]=2)[CH:22]=[CH:21][CH:20]=[CH:19][CH:18]=1. (5) Given the reactants [CH3:1][C@@H:2]1[CH2:7][CH2:6][CH2:5][NH:4][C@@H:3]1[CH2:8][N:9]1[C:17](=[O:18])[C:16]2[C:11](=[CH:12][CH:13]=[CH:14][CH:15]=2)[C:10]1=[O:19].[I:20][C:21]1[CH:29]=[CH:28][C:27]([CH3:30])=[CH:26][C:22]=1[C:23](O)=[O:24].C(N(C(C)C)CC)(C)C.CN(C(ON1N=NC2C=CC=NC1=2)=[N+](C)C)C.F[P-](F)(F)(F)(F)F, predict the reaction product. The product is: [I:20][C:21]1[CH:29]=[CH:28][C:27]([CH3:30])=[CH:26][C:22]=1[C:23]([N:4]1[CH2:5][CH2:6][CH2:7][C@@H:2]([CH3:1])[C@H:3]1[CH2:8][N:9]1[C:17](=[O:18])[C:16]2[C:11](=[CH:12][CH:13]=[CH:14][CH:15]=2)[C:10]1=[O:19])=[O:24]. (6) Given the reactants [NH2:1][C:2]1[CH:3]=[C:4]([C:8]2[CH:15]=[CH:14][C:11]([C:12]#[N:13])=[C:10]([Cl:16])[CH:9]=2)[CH:5]=[N:6][CH:7]=1.[CH3:17][O:18][C:19]1[CH:24]=[CH:23][C:22]([S:25](Cl)(=[O:27])=[O:26])=[CH:21][CH:20]=1, predict the reaction product. The product is: [Cl:16][C:10]1[CH:9]=[C:8]([C:4]2[CH:3]=[C:2]([NH:1][S:25]([C:22]3[CH:21]=[CH:20][C:19]([O:18][CH3:17])=[CH:24][CH:23]=3)(=[O:27])=[O:26])[CH:7]=[N:6][CH:5]=2)[CH:15]=[CH:14][C:11]=1[C:12]#[N:13]. (7) Given the reactants [CH:1]1([CH2:7][C@H:8]([N:12]2[CH2:16][C:15]([O:17][C:18]3[CH:23]=[CH:22][CH:21]=[CH:20][C:19]=3[C:24]([F:27])([F:26])[F:25])=[CH:14][C:13]2=[O:28])[C:9]([OH:11])=O)[CH2:6][CH2:5][CH2:4][CH2:3][CH2:2]1.C(Cl)(=O)C(Cl)=O.[CH3:35][N:36]1[CH:40]=[CH:39][C:38]([NH2:41])=[N:37]1.C(N(CC)CC)C, predict the reaction product. The product is: [CH:1]1([CH2:7][C@H:8]([N:12]2[CH2:16][C:15]([O:17][C:18]3[CH:23]=[CH:22][CH:21]=[CH:20][C:19]=3[C:24]([F:27])([F:25])[F:26])=[CH:14][C:13]2=[O:28])[C:9]([NH:41][C:38]2[CH:39]=[CH:40][N:36]([CH3:35])[N:37]=2)=[O:11])[CH2:6][CH2:5][CH2:4][CH2:3][CH2:2]1.